Dataset: NCI-60 drug combinations with 297,098 pairs across 59 cell lines. Task: Regression. Given two drug SMILES strings and cell line genomic features, predict the synergy score measuring deviation from expected non-interaction effect. (1) Drug 1: CNC(=O)C1=CC=CC=C1SC2=CC3=C(C=C2)C(=NN3)C=CC4=CC=CC=N4. Drug 2: CC12CCC3C(C1CCC2OP(=O)(O)O)CCC4=C3C=CC(=C4)OC(=O)N(CCCl)CCCl.[Na+]. Cell line: HCT-15. Synergy scores: CSS=6.01, Synergy_ZIP=-5.13, Synergy_Bliss=-5.61, Synergy_Loewe=-8.61, Synergy_HSA=-7.64. (2) Drug 1: CS(=O)(=O)CCNCC1=CC=C(O1)C2=CC3=C(C=C2)N=CN=C3NC4=CC(=C(C=C4)OCC5=CC(=CC=C5)F)Cl. Synergy scores: CSS=28.7, Synergy_ZIP=4.06, Synergy_Bliss=7.94, Synergy_Loewe=-21.6, Synergy_HSA=6.19. Drug 2: CC1C(C(CC(O1)OC2CC(CC3=C2C(=C4C(=C3O)C(=O)C5=C(C4=O)C(=CC=C5)OC)O)(C(=O)CO)O)N)O.Cl. Cell line: CAKI-1. (3) Drug 1: C1CCC(C1)C(CC#N)N2C=C(C=N2)C3=C4C=CNC4=NC=N3. Drug 2: CC(C)NC(=O)C1=CC=C(C=C1)CNNC.Cl. Cell line: HCT-15. Synergy scores: CSS=1.24, Synergy_ZIP=2.67, Synergy_Bliss=3.49, Synergy_Loewe=-1.20, Synergy_HSA=-0.977.